Dataset: Forward reaction prediction with 1.9M reactions from USPTO patents (1976-2016). Task: Predict the product of the given reaction. (1) Given the reactants [NH2:1][C:2]1[N:7]=[C:6](S(C)=O)[C:5]([C:11]#[N:12])=[C:4]([C:13]2[CH:18]=[CH:17][CH:16]=[CH:15][N:14]=2)[N:3]=1.[OH:19][CH2:20][C:21]1[CH:26]=[CH:25][CH:24]=[CH:23][N:22]=1.C1CCN2C(=NCCC2)CC1, predict the reaction product. The product is: [NH2:1][C:2]1[N:3]=[C:4]([C:13]2[CH:18]=[CH:17][CH:16]=[CH:15][N:14]=2)[C:5]([C:11]#[N:12])=[C:6]([O:19][CH2:20][C:21]2[CH:26]=[CH:25][CH:24]=[CH:23][N:22]=2)[N:7]=1. (2) Given the reactants [F:1][C:2]1[CH:41]=[CH:40][C:5]([C:6]([N:8]2[CH2:13][CH2:12][C:11]([CH2:15][N:16]3[C:21](=[O:22])[C:20]4[CH:23]=[N:24][N:25]([C:26]5[CH:31]=[CH:30][C:29]([CH2:32][CH2:33][CH:34]6[CH2:39][CH2:38][CH2:37][CH2:36][NH:35]6)=[CH:28][CH:27]=5)[C:19]=4[N:18]=[CH:17]3)([OH:14])[CH2:10][CH2:9]2)=[O:7])=[CH:4][CH:3]=1.C=O.[C:44]([BH3-])#N.[Na+].C(O)(=O)C, predict the reaction product. The product is: [F:1][C:2]1[CH:41]=[CH:40][C:5]([C:6]([N:8]2[CH2:13][CH2:12][C:11]([CH2:15][N:16]3[C:21](=[O:22])[C:20]4[CH:23]=[N:24][N:25]([C:26]5[CH:31]=[CH:30][C:29]([CH2:32][CH2:33][CH:34]6[CH2:39][CH2:38][CH2:37][CH2:36][N:35]6[CH3:44])=[CH:28][CH:27]=5)[C:19]=4[N:18]=[CH:17]3)([OH:14])[CH2:10][CH2:9]2)=[O:7])=[CH:4][CH:3]=1. (3) Given the reactants [NH2:1][C:2]1[CH:14]=[C:13]([CH2:15][CH2:16][C:17]2[CH:22]=[CH:21][CH:20]=[CH:19][CH:18]=2)[CH:12]=[CH:11][C:3]=1[C:4]([O:6][C:7]([CH3:10])([CH3:9])[CH3:8])=[O:5].Br[C:24]1[CH:25]=[C:26]([CH3:30])[CH:27]=[CH:28][CH:29]=1.C(=O)([O-])[O-].[Cs+].[Cs+].C1(P(C2CCCCC2)C2C=CC=CC=2C2C(C(C)C)=CC(C(C)C)=CC=2C(C)C)CCCCC1, predict the reaction product. The product is: [CH3:30][C:26]1[CH:25]=[C:24]([CH:29]=[CH:28][CH:27]=1)[NH:1][C:2]1[CH:14]=[C:13]([CH2:15][CH2:16][C:17]2[CH:18]=[CH:19][CH:20]=[CH:21][CH:22]=2)[CH:12]=[CH:11][C:3]=1[C:4]([O:6][C:7]([CH3:10])([CH3:9])[CH3:8])=[O:5]. (4) Given the reactants [C:1]1([C:7]2[CH2:8][CH:9](O)[CH2:10][C:11]=2[C:12]2[CH:17]=[CH:16][CH:15]=[CH:14][CH:13]=2)[CH:6]=[CH:5][CH:4]=[CH:3][CH:2]=1.C[S:20]([O:23]Cl)(=O)=[O:21].C(OCC)(=O)C.CCCCCC.C(Cl)[Cl:38], predict the reaction product. The product is: [C:1]1([C:7]2[CH2:8][CH:9]([S:20]([Cl:38])(=[O:23])=[O:21])[CH2:10][C:11]=2[C:12]2[CH:17]=[CH:16][CH:15]=[CH:14][CH:13]=2)[CH:6]=[CH:5][CH:4]=[CH:3][CH:2]=1.